From a dataset of Forward reaction prediction with 1.9M reactions from USPTO patents (1976-2016). Predict the product of the given reaction. (1) Given the reactants [NH2:1][C:2]1[C:10]([N+:11]([O-:13])=[O:12])=[CH:9][C:5]([C:6]([OH:8])=[O:7])=[CH:4][C:3]=1[N+:14]([O-])=O, predict the reaction product. The product is: [NH2:14][C:3]1[CH:4]=[C:5]([CH:9]=[C:10]([N+:11]([O-:13])=[O:12])[C:2]=1[NH2:1])[C:6]([OH:8])=[O:7]. (2) Given the reactants Br[CH2:2][CH2:3][CH2:4][CH2:5][CH2:6][N:7]([CH:16]([CH3:18])[CH3:17])[C:8](=[O:15])[CH2:9][CH2:10][CH2:11][CH2:12][CH2:13][CH3:14].[OH:19][C:20]1[C:25]2[N:26]=[C:27]([NH:29][C:30](=[O:32])[CH3:31])[S:28][C:24]=2[CH:23]=[CH:22][CH:21]=1, predict the reaction product. The product is: [C:30]([NH:29][C:27]1[S:28][C:24]2[CH:23]=[CH:22][CH:21]=[C:20]([O:19][CH2:2][CH2:3][CH2:4][CH2:5][CH2:6][N:7]([CH:16]([CH3:18])[CH3:17])[C:8](=[O:15])[CH2:9][CH2:10][CH2:11][CH2:12][CH2:13][CH3:14])[C:25]=2[N:26]=1)(=[O:32])[CH3:31]. (3) Given the reactants Cl.Cl.[F:3][C:4]1[C:12]([C:13]2[C:21]3[C:20]([NH2:22])=[N:19][CH:18]=[N:17][C:16]=3[N:15]([CH3:23])[CH:14]=2)=[CH:11][CH:10]=[C:9]2[C:5]=1[CH2:6][CH2:7][NH:8]2.CN(C(ON1N=NC2C=CC=NC1=2)=[N+](C)C)C.F[P-](F)(F)(F)(F)F.CCN(C(C)C)C(C)C.[F:57][C:58]1[CH:63]=[CH:62][C:61]([CH2:64][C:65](O)=[O:66])=[CH:60][C:59]=1[C:68]([F:71])([F:70])[F:69], predict the reaction product. The product is: [F:3][C:4]1[C:12]([C:13]2[C:21]3[C:20]([NH2:22])=[N:19][CH:18]=[N:17][C:16]=3[N:15]([CH3:23])[CH:14]=2)=[CH:11][CH:10]=[C:9]2[C:5]=1[CH2:6][CH2:7][N:8]2[C:65](=[O:66])[CH2:64][C:61]1[CH:62]=[CH:63][C:58]([F:57])=[C:59]([C:68]([F:69])([F:71])[F:70])[CH:60]=1. (4) Given the reactants [CH3:1][O:2][C:3]1[N:4]=[CH:5][C:6]([C:9]#[N:10])=[N:7][CH:8]=1.[CH3:11][Mg]Br.[BH4-].[Na+].[Cl-].[NH4+].C(=O)([O-])[O-].[K+].[K+], predict the reaction product. The product is: [CH3:1][O:2][C:3]1[N:4]=[CH:5][C:6]([CH:9]([NH2:10])[CH3:11])=[N:7][CH:8]=1. (5) Given the reactants [N+:1]([C:4]1[CH:5]=[C:6]([CH2:10][C:11](O)=[O:12])[CH:7]=[CH:8][CH:9]=1)([O-:3])=[O:2].S(C)C.C(=O)(O)[O-].[Na+], predict the reaction product. The product is: [N+:1]([C:4]1[CH:5]=[C:6]([CH2:10][CH2:11][OH:12])[CH:7]=[CH:8][CH:9]=1)([O-:3])=[O:2]. (6) Given the reactants C(OC([NH:8][C:9]1[CH:14]=[CH:13][C:12]([F:15])=[CH:11][C:10]=1[NH:16][C:17]([C:19]1[CH:20]=[N:21][C:22]2[C:27]([CH:28]=1)=[CH:26][CH:25]=[C:24]([N:29]1[CH2:34][CH2:33][N:32](C(OC(C)(C)C)=O)[CH2:31][CH2:30]1)[CH:23]=2)=[O:18])=O)(C)(C)C.C(O)(C(F)(F)F)=O, predict the reaction product. The product is: [NH2:8][C:9]1[CH:14]=[CH:13][C:12]([F:15])=[CH:11][C:10]=1[NH:16][C:17]([C:19]1[CH:20]=[N:21][C:22]2[C:27]([CH:28]=1)=[CH:26][CH:25]=[C:24]([N:29]1[CH2:34][CH2:33][NH:32][CH2:31][CH2:30]1)[CH:23]=2)=[O:18].